From a dataset of Full USPTO retrosynthesis dataset with 1.9M reactions from patents (1976-2016). Predict the reactants needed to synthesize the given product. (1) Given the product [Cl:15][C:16]1[CH:24]=[CH:23][CH:22]=[C:21]([Cl:25])[C:17]=1[C:18]([N:13]([CH2:12][CH2:11][C:10]#[C:9][C:7]1[CH:6]=[CH:5][CH:4]=[C:3]([CH2:2][F:1])[N:8]=1)[CH3:14])=[O:19], predict the reactants needed to synthesize it. The reactants are: [F:1][CH2:2][C:3]1[N:8]=[C:7]([C:9]#[C:10][CH2:11][CH2:12][NH:13][CH3:14])[CH:6]=[CH:5][CH:4]=1.[Cl:15][C:16]1[CH:24]=[CH:23][CH:22]=[C:21]([Cl:25])[C:17]=1[C:18](Cl)=[O:19]. (2) Given the product [CH2:41]([N:40]([CH3:39])[CH2:11][CH2:10][N:9]([CH3:8])[C:23]1[CH:24]=[CH:25][C:26]([N+:29]([O-:31])=[O:30])=[CH:27][CH:28]=1)[CH2:42][CH2:43][CH3:44], predict the reactants needed to synthesize it. The reactants are: OC(C(F)(F)F)=O.[CH3:8][N:9]([C:23]1[CH:28]=[CH:27][C:26]([N+:29]([O-:31])=[O:30])=[CH:25][CH:24]=1)[CH2:10][CH2:11]OS(C1C=CC(C)=CC=1)(=O)=O.C(N(CC)CC)C.[CH3:39][NH:40][CH2:41][CH2:42][CH2:43][CH3:44].